From a dataset of Drug-target binding data from BindingDB using IC50 measurements. Regression. Given a target protein amino acid sequence and a drug SMILES string, predict the binding affinity score between them. We predict pIC50 (pIC50 = -log10(IC50 in M); higher means more potent). Dataset: bindingdb_ic50. (1) The small molecule is CN(c1cccc(-c2ccc3cnc(Nc4ccc(C5CCN(CC(N)=O)CC5)cc4)nn23)c1)S(C)(=O)=O. The target protein (Q05397) has sequence MAAAYLDPNLNHTPNSSTKTHLGTGMERSPGAMERVLKVFHYFESNSEPTTWASIIRHGDATDVRGIIQKIVDSHKVKHVACYGFRLSHLRSEEVHWLHVDMGVSSVREKYELAHPPEEWKYELRIRYLPKGFLNQFTEDKPTLNFFYQQVKSDYMLEIADQVDQEIALKLGCLEIRRSYWEMRGNALEKKSNYEVLEKDVGLKRFFPKSLLDSVKAKTLRKLIQQTFRQFANLNREESILKFFEILSPVYRFDKECFKCALGSSWIISVELAIGPEEGISYLTDKGCNPTHLADFTQVQTIQYSNSEDKDRKGMLQLKIAGAPEPLTVTAPSLTIAENMADLIDGYCRLVNGTSQSFIIRPQKEGERALPSIPKLANSEKQGMRTHAVSVSETDDYAEIIDEEDTYTMPSTRDYEIQRERIELGRCIGEGQFGDVHQGIYMSPENPALAVAIKTCKNCTSDSVREKFLQEALTMRQFDHPHIVKLIGVITENPVWIIME.... The pIC50 is 7.3. (2) The drug is CC(=O)NC(C(=O)N(C)C(C)C)[C@H]1CC(C(=O)O)C[C@@H]1N=C(N)N. The target protein (P03472) has sequence MNPNQKILCTSATALVIGTIAVLIGITNLGLNIGLHLKPSCNCSHSQPEATNASQTIINNYYNDTNITQISNTNIQVEERAIRDFNNLTKGLCTINSWHIYGKDNAVRIGEDSDVLVTREPYVSCDPDECRFYALSQGTTIRGKHSNGTIHDRSQYRALISWPLSSPPTVYNSRVECIGWSSTSCHDGKTRMSICISGPNNNASAVIWYNRRPVTEINTWARNILRTQESECVCHNGVCPVVFTDGSATGPAETRIYYFKEGKILKWEPLAGTAKHIEECSCYGERAEITCTCRDNWQGSNRPVIRIDPVAMTHTSQYICSPVLTDNPRPNDPTVGKCNDPYPGNNNNGVKGFSYLDGVNTWLGRTISIASRSGYEMLKVPNALTDDKSKPTQGQTIVLNTDWSGYSGSFMDYWAEGECYRACFYVELIRGRPKEDKVWWTSNSIVSMCSSTEFLGQWDWPDGAKIEYFL. The pIC50 is 5.5. (3) The drug is BrC(c1cccc2ccccc12)c1cccc2ccccc12. The target protein sequence is MSSPNRKLKPTILVVDDEPDNLDLLYRTFHREFKVLKAESGPAALKILEEVGEVAVIISDQRMPYMSGTEFLSLTATQYPDSIRIILTGYTDVEDLVEAINSGKVFKYVTKPWKSDELKAIVQQGLETHNVLKSRTEELRLAQKQESLLYEVTSTIRACPNSQEMLQRIVETVGKMFEVSYCLLRSFGVGSDLIGLGAGVSPTKQDITATQGKEWFAYLAEGQNHQNSTTDNISVINNNDLELRSLVWETTEVMILSEGLGNDISDHDGPEWQQRRDVYQRADIRSSLIVPLYYRQELLAVLALHHTGSPRNWHEHEVQLAAGVADQAALALSQVRAYEQVRELARREALVNTITNAIRSSLDPQKIFAAITEQLGEALEVDGCALSLWSPGDEYMQCVGLYNAAIKETVVETRPAALSEPDTSTTTNLPLLGVETNQSIESDQSDDLPQSAAPISGNPVLQELIRTRAPVAIADIEQRPDSMVMLPLRSPSKALLVVPL.... The pIC50 is 3.7. (4) The compound is CC1(C)C=Cc2cc3c(cc2O1)O[C@H]1c2ccc(O)cc2OC[C@@H]31. The target protein (P0C6E9) has sequence MRFKNVKKTALMLAMFGMATSSNAALFDYNATGDTEFDSPAKQGWMQDNTNNGSGVLTNADGMPAWLVQGIGGRAQWTYSLSTNQHAQASSFGWRMTTEMKVLSGGMITNYYANGTQRVLPIISLDSSGNLVVEFEGQTGRTVLATGTAATEYHKFELVFLPGSNPSASFYFDGKLIRDNIQPTASKQNMIVWGNGSSNTDGVAAYRDIKFEIQGDVIFRGPDRIPSIVASSVTPGVVTAFAEKRVGGGDPGALSNTNDIITRTSRDGGITWDTELNLTEQINVSDEFDFSDPRPIYDPSSNTVLVSYARWPTDAAQNGDRIKPWMPNGIFYSVYDVASGNWQAPIDVTDQVKERSFQIAGWGGSELYRRNTSLNSQQDWQSNAKIRIVDGAANQIQVADGSRKYVVTLSIDESGGLVANLNGVSAPIILQSEHAKVHSFHDYELQYSALNHTTTLFVDGQQITTWAGEVSQENNIQFGNADAQIDGRLHVQKIVLTQQG.... The pIC50 is 4.2. (5) The compound is Cc1c(-c2[nH]c3ccc(C4CCN(C(=O)OC[C@@H]5CCNC5)CC4)cc3c2C(C)C)cn2ncnc2c1C. The target protein (Q9NR96) has sequence MGFCRSALHPLSLLVQAIMLAMTLALGTLPAFLPCELQPHGLVNCNWLFLKSVPHFSMAAPRGNVTSLSLSSNRIHHLHDSDFAHLPSLRHLNLKWNCPPVGLSPMHFPCHMTIEPSTFLAVPTLEELNLSYNNIMTVPALPKSLISLSLSHTNILMLDSASLAGLHALRFLFMDGNCYYKNPCRQALEVAPGALLGLGNLTHLSLKYNNLTVVPRNLPSSLEYLLLSYNRIVKLAPEDLANLTALRVLDVGGNCRRCDHAPNPCMECPRHFPQLHPDTFSHLSRLEGLVLKDSSLSWLNASWFRGLGNLRVLDLSENFLYKCITKTKAFQGLTQLRKLNLSFNYQKRVSFAHLSLAPSFGSLVALKELDMHGIFFRSLDETTLRPLARLPMLQTLRLQMNFINQAQLGIFRAFPGLRYVDLSDNRISGASELTATMGEADGGEKVWLQPGDLAPAPVDTPSSEDFRPNCSTLNFTLDLSRNNLVTVQPEMFAQLSHLQC.... The pIC50 is 5.7.